Dataset: Full USPTO retrosynthesis dataset with 1.9M reactions from patents (1976-2016). Task: Predict the reactants needed to synthesize the given product. (1) Given the product [Cl:39][C:37]1[CH:36]=[CH:35][C:34]([NH:40][S:41]([C:44]([F:47])([F:46])[F:45])(=[O:43])=[O:42])=[C:33]([C:30](=[N:15][O:14][CH2:13][C:11]2[S:12][C:8]([Cl:7])=[CH:9][CH:10]=2)[CH3:31])[CH:38]=1, predict the reactants needed to synthesize it. The reactants are: CN(C)CCN.[Cl:7][C:8]1[S:12][C:11]([CH2:13][O:14][N:15]2C(=O)C3=CC=CC=C3C2=O)=[CH:10][CH:9]=1.C(O)(=O)C.[C:30]([C:33]1[CH:38]=[C:37]([Cl:39])[CH:36]=[CH:35][C:34]=1[NH:40][S:41]([C:44]([F:47])([F:46])[F:45])(=[O:43])=[O:42])(=O)[CH3:31]. (2) Given the product [CH2:1]([O:8][C:9]([C:11]1([NH2:15])[CH2:12][CH2:13][CH2:14]1)=[O:10])[C:2]1[CH:7]=[CH:6][CH:5]=[CH:4][CH:3]=1, predict the reactants needed to synthesize it. The reactants are: [CH2:1]([O:8][C:9]([C:11]1([NH:15]C(OC(C)(C)C)=O)[CH2:14][CH2:13][CH2:12]1)=[O:10])[C:2]1[CH:7]=[CH:6][CH:5]=[CH:4][CH:3]=1.C(O)(C(F)(F)F)=O.